Task: Predict the product of the given reaction.. Dataset: Forward reaction prediction with 1.9M reactions from USPTO patents (1976-2016) (1) Given the reactants [Cl:1][C:2]1[C:23]2[O:22][C:9]3[C:10](=[O:21])[N:11]([C@@H:13]([CH2:17][CH:18]([CH3:20])[CH3:19])[C:14]([OH:16])=O)[CH2:12][C:8]=3[CH2:7][C:6]=2[CH:5]=[CH:4][CH:3]=1.[NH2:24][C:25]1[CH:30]=[CH:29][CH:28]=[CH:27][N:26]=1.ON1C2C=CC=CC=2N=N1, predict the reaction product. The product is: [N:26]1[CH:27]=[CH:28][CH:29]=[CH:30][C:25]=1[NH:24][C:14](=[O:16])[C@@H:13]([N:11]1[CH2:12][C:8]2[CH2:7][C:6]3[CH:5]=[CH:4][CH:3]=[C:2]([Cl:1])[C:23]=3[O:22][C:9]=2[C:10]1=[O:21])[CH2:17][CH:18]([CH3:20])[CH3:19]. (2) Given the reactants [NH2:1][C:2]1[CH:3]=[C:4]2[C:20](=[O:21])[NH:19][N:18]=[CH:17][C:6]3=[C:7]([C:11]4[CH:16]=[CH:15][CH:14]=[CH:13][CH:12]=4)[NH:8][C:9]([CH:10]=1)=[C:5]23.[O:22]([CH2:29][C:30](O)=[O:31])[C:23]1[CH:28]=[CH:27][CH:26]=[CH:25][CH:24]=1.C(N(CC)CC)C.CN(C(ON1N=NC2C=CC=NC1=2)=[N+](C)C)C.F[P-](F)(F)(F)(F)F, predict the reaction product. The product is: [O:21]=[C:20]1[C:4]2[C:5]3[C:6](=[C:7]([C:11]4[CH:12]=[CH:13][CH:14]=[CH:15][CH:16]=4)[NH:8][C:9]=3[CH:10]=[C:2]([NH:1][C:30](=[O:31])[CH2:29][O:22][C:23]3[CH:28]=[CH:27][CH:26]=[CH:25][CH:24]=3)[CH:3]=2)[CH:17]=[N:18][NH:19]1. (3) Given the reactants C(OC([N:8]1[CH2:13][CH2:12][C@H:11]([C:14]2[CH:19]=[CH:18][C:17]([O:20][CH2:21][CH2:22][O:23][C:24]3[C:29]([Cl:30])=[CH:28][C:27]([CH3:31])=[CH:26][C:25]=3[Cl:32])=[CH:16][CH:15]=2)[C@@H:10]([C:33](=[O:47])[N:34]([CH:44]2[CH2:46][CH2:45]2)[CH2:35][C:36]2[CH:41]=[CH:40][CH:39]=[C:38]([CH3:42])[C:37]=2[CH3:43])[CH2:9]1)=O)(C)(C)C.Cl, predict the reaction product. The product is: [CH:44]1([N:34]([CH2:35][C:36]2[CH:41]=[CH:40][CH:39]=[C:38]([CH3:42])[C:37]=2[CH3:43])[C:33]([C@@H:10]2[C@@H:11]([C:14]3[CH:15]=[CH:16][C:17]([O:20][CH2:21][CH2:22][O:23][C:24]4[C:29]([Cl:30])=[CH:28][C:27]([CH3:31])=[CH:26][C:25]=4[Cl:32])=[CH:18][CH:19]=3)[CH2:12][CH2:13][NH:8][CH2:9]2)=[O:47])[CH2:45][CH2:46]1. (4) Given the reactants [Cl:1]N1C(=O)CCC1=O.[OH:9]/[N:10]=[CH:11]/[C@@H:12]1[N:17]2[CH2:18][CH2:19][N:20]([C:22]3[C:23]([C:28]#[N:29])=[N:24][CH:25]=[CH:26][N:27]=3)[CH2:21][C@@H:16]2[CH2:15][CH2:14][CH2:13]1, predict the reaction product. The product is: [C:28]([C:23]1[C:22]([N:20]2[CH2:19][CH2:18][N:17]3[C@@H:12]([C:11]([Cl:1])=[N:10][OH:9])[CH2:13][CH2:14][CH2:15][C@H:16]3[CH2:21]2)=[N:27][CH:26]=[CH:25][N:24]=1)#[N:29]. (5) Given the reactants C([N:8]1[CH2:13][CH2:12][N:11]([C:14](=[O:21])[CH:15]([OH:20])[CH2:16][CH:17]([CH3:19])[CH3:18])[CH2:10][CH2:9]1)C1C=CC=CC=1, predict the reaction product. The product is: [OH:20][CH:15]([CH2:16][CH:17]([CH3:19])[CH3:18])[C:14]([N:11]1[CH2:10][CH2:9][NH:8][CH2:13][CH2:12]1)=[O:21]. (6) Given the reactants [NH2:1][C:2]1[S:3][C:4]([C:13]2[CH:14]=[CH:15][C:16](=[O:22])[N:17]([CH:19]([CH3:21])[CH3:20])[N:18]=2)=[C:5]([C:7]2[CH:12]=[CH:11][CH:10]=[CH:9][CH:8]=2)[N:6]=1.[C:23](Cl)(=[O:30])[C:24]1[CH:29]=[CH:28][CH:27]=[CH:26][CH:25]=1.C(N(CC)CC)C.Cl, predict the reaction product. The product is: [CH:19]([N:17]1[C:16](=[O:22])[CH:15]=[CH:14][C:13]([C:4]2[S:3][C:2]([NH:1][C:23](=[O:30])[C:24]3[CH:29]=[CH:28][CH:27]=[CH:26][CH:25]=3)=[N:6][C:5]=2[C:7]2[CH:8]=[CH:9][CH:10]=[CH:11][CH:12]=2)=[N:18]1)([CH3:20])[CH3:21]. (7) Given the reactants Br[C:2]1[N:3]=[C:4]([C:23]2[CH:28]=[CH:27][CH:26]=[CH:25][C:24]=2[C:29]([F:32])([F:31])[F:30])[N:5]([C:7]2[CH:12]=[CH:11][C:10]([C:13]3[CH:18]=[CH:17][CH:16]=[C:15]([S:19]([CH3:22])(=[O:21])=[O:20])[CH:14]=3)=[CH:9][CH:8]=2)[CH:6]=1.[NH:33]1[CH2:36][CH2:35][CH2:34]1.N1CCC[C@H]1C(O)=O.[C:45]([O-:48])([O-])=[O:46].[Cs+].[Cs+], predict the reaction product. The product is: [C:45]([OH:48])([C:29]([F:32])([F:31])[F:30])=[O:46].[N:33]1([C:2]2[N:3]=[C:4]([C:23]3[CH:28]=[CH:27][CH:26]=[CH:25][C:24]=3[C:29]([F:31])([F:30])[F:32])[N:5]([C:7]3[CH:8]=[CH:9][C:10]([C:13]4[CH:18]=[CH:17][CH:16]=[C:15]([S:19]([CH3:22])(=[O:21])=[O:20])[CH:14]=4)=[CH:11][CH:12]=3)[CH:6]=2)[CH2:36][CH2:35][CH2:34]1.